The task is: Predict the reaction yield, written as a fraction of the theoretical maximum amount of product (1.0 means a 100% yield; for example, 0.34 means a 34% yield).. This data is from Reaction yield outcomes from USPTO patents with 853,638 reactions. The reactants are [O:1]=[C:2]1[CH2:5][CH:4]([CH2:6][CH2:7][C:8]([O:10]CC)=[O:9])[CH2:3]1.O.[OH-].[Na+]. The catalyst is CO. The product is [O:1]=[C:2]1[CH2:5][CH:4]([CH2:6][CH2:7][C:8]([OH:10])=[O:9])[CH2:3]1. The yield is 0.940.